Dataset: Full USPTO retrosynthesis dataset with 1.9M reactions from patents (1976-2016). Task: Predict the reactants needed to synthesize the given product. Given the product [C:23]1([CH:20]([C:14]2[CH:15]=[CH:16][CH:17]=[CH:18][CH:19]=2)[CH2:21][NH:22][C:8](=[O:9])[C:10]([F:11])([F:12])[F:13])[CH:24]=[CH:25][CH:26]=[CH:27][CH:28]=1, predict the reactants needed to synthesize it. The reactants are: [C:8](O[C:8]([C:10]([F:13])([F:12])[F:11])=[O:9])([C:10]([F:13])([F:12])[F:11])=[O:9].[C:14]1([CH:20]([C:23]2[CH:28]=[CH:27][CH:26]=[CH:25][CH:24]=2)[CH2:21][NH2:22])[CH:19]=[CH:18][CH:17]=[CH:16][CH:15]=1.